Dataset: Reaction yield outcomes from USPTO patents with 853,638 reactions. Task: Predict the reaction yield, written as a fraction of the theoretical maximum amount of product (1.0 means a 100% yield; for example, 0.34 means a 34% yield). (1) The reactants are [CH3:1][C:2]1[O:3][C:4]2[CH:10]=[C:9]([C:11]3[CH:12]=[CH:13][C:14]([NH2:17])=[N:15][CH:16]=3)[C:8]([CH3:18])=[CH:7][C:5]=2[N:6]=1.[Cl:19][C:20]1[CH:28]=[CH:27][CH:26]=[CH:25][C:21]=1[C:22](Cl)=[O:23].CCN(C(C)C)C(C)C.C([O-])(O)=O.[Na+].C(Cl)Cl. The catalyst is C(Cl)Cl. The product is [CH3:1][C:2]1[O:3][C:4]2[CH:10]=[C:9]([C:11]3[CH:12]=[CH:13][C:14]([NH:17][C:22]([C:21]4[CH:25]=[CH:26][CH:27]=[CH:28][C:20]=4[Cl:19])=[O:23])=[N:15][CH:16]=3)[C:8]([CH3:18])=[CH:7][C:5]=2[N:6]=1. The yield is 0.721. (2) The reactants are C(N1C=CN=C1)(N1C=CN=C1)=O.[CH2:13]([O:15][C:16]1[C:24]2[CH2:23][N:22]([C:25]3[CH:30]=[CH:29][C:28]([CH2:31][C:32](O)=[O:33])=[CH:27][CH:26]=3)[C:21](=[O:35])[C:20]=2[C:19]([O:36][CH2:37][CH3:38])=[C:18]2[CH:39]=[CH:40][CH:41]=[CH:42][C:17]=12)[CH3:14].[F:43][C:44]1[CH:49]=[CH:48][C:47]([S:50]([NH2:53])(=[O:52])=[O:51])=[CH:46][CH:45]=1.C(N(CC)C(C)C)(C)C. The catalyst is ClCCl. The product is [CH2:13]([O:15][C:16]1[C:24]2[CH2:23][N:22]([C:25]3[CH:30]=[CH:29][C:28]([CH2:31][C:32]([NH:53][S:50]([C:47]4[CH:46]=[CH:45][C:44]([F:43])=[CH:49][CH:48]=4)(=[O:52])=[O:51])=[O:33])=[CH:27][CH:26]=3)[C:21](=[O:35])[C:20]=2[C:19]([O:36][CH2:37][CH3:38])=[C:18]2[CH:39]=[CH:40][CH:41]=[CH:42][C:17]=12)[CH3:14]. The yield is 0.353. (3) The catalyst is CN(C=O)C.C(OCC)(=O)C.O. The yield is 0.680. The product is [CH2:4]([O:3][C:1]([NH:11][C@H:12]([C:17]([NH:21][C@H:22]1[CH2:27][CH2:26][O:25][C:23]1=[O:24])=[O:19])[CH2:13][CH:14]([CH3:15])[CH3:16])=[O:2])[C:5]1[CH:6]=[CH:7][CH:8]=[CH:9][CH:10]=1. The reactants are [C:1]([NH:11][C@H:12]([C:17]([OH:19])=O)[CH2:13][CH:14]([CH3:16])[CH3:15])([O:3][CH2:4][C:5]1[CH:10]=[CH:9][CH:8]=[CH:7][CH:6]=1)=[O:2].Br.[NH2:21][C@H:22]1[CH2:27][CH2:26][O:25][C:23]1=[O:24].C1C=CC2N(O)N=NC=2C=1.Cl.CN(C)CCCN=C=NCC.C(N(CC)C(C)C)(C)C.